This data is from Forward reaction prediction with 1.9M reactions from USPTO patents (1976-2016). The task is: Predict the product of the given reaction. (1) Given the reactants [F:1][C:2]([F:20])([F:19])[C:3]1[C:4]([NH2:18])=[N:5][CH:6]=[C:7]([C:9]2[S:13][C:12]3=[N:14][CH:15]=[C:16](I)[N:11]3[N:10]=2)[CH:8]=1.[CH3:21][S:22]([C:25]1[CH:30]=[CH:29][C:28](B(O)O)=[CH:27][CH:26]=1)(=[O:24])=[O:23].C([O-])([O-])=O.[Na+].[Na+], predict the reaction product. The product is: [CH3:21][S:22]([C:25]1[CH:30]=[CH:29][C:28]([C:16]2[N:11]3[C:12]([S:13][C:9]([C:7]4[CH:8]=[C:3]([C:2]([F:20])([F:19])[F:1])[C:4]([NH2:18])=[N:5][CH:6]=4)=[N:10]3)=[N:14][CH:15]=2)=[CH:27][CH:26]=1)(=[O:24])=[O:23]. (2) Given the reactants [Cl-].C[Al+]C.CCCCCC.[C:11]([C:15]1[CH:22]=[CH:21][C:18]([CH2:19][NH2:20])=[CH:17][CH:16]=1)([CH3:14])([CH3:13])[CH3:12].[Cl:23][C:24]1[CH:31]=[CH:30][CH:29]=[C:28]([Cl:32])[C:25]=1[C:26]#[N:27].[C:33](OCC)(=[O:40])[CH2:34][C:35](OCC)=[O:36].C[O-].[Na+].CO, predict the reaction product. The product is: [Cl:23][C:24]1[CH:31]=[CH:30][CH:29]=[C:28]([Cl:32])[C:25]=1[C:26]1[N:20]([CH2:19][C:18]2[CH:17]=[CH:16][C:15]([C:11]([CH3:14])([CH3:12])[CH3:13])=[CH:22][CH:21]=2)[C:35](=[O:36])[CH:34]=[C:33]([OH:40])[N:27]=1.